Dataset: Full USPTO retrosynthesis dataset with 1.9M reactions from patents (1976-2016). Task: Predict the reactants needed to synthesize the given product. Given the product [CH:23]([OH:25])=[O:24].[NH2:6][C:7]1[N:12]=[C:11]([O:13][C:14]2[CH:15]=[C:16]([CH3:28])[C:17]3[CH:21]([CH2:22][C:23]([OH:25])=[O:24])[O:20][B:19]([OH:26])[C:18]=3[CH:27]=2)[CH:10]=[CH:9][N:8]=1, predict the reactants needed to synthesize it. The reactants are: COC1C=CC(OC)=CC=1C[NH:6][C:7]1[N:12]=[C:11]([O:13][C:14]2[CH:15]=[C:16]([CH3:28])[C:17]3[CH:21]([CH2:22][C:23]([OH:25])=[O:24])[O:20][B:19]([OH:26])[C:18]=3[CH:27]=2)[CH:10]=[CH:9][N:8]=1.FC(F)(F)C(O)=O.